Dataset: NCI-60 drug combinations with 297,098 pairs across 59 cell lines. Task: Regression. Given two drug SMILES strings and cell line genomic features, predict the synergy score measuring deviation from expected non-interaction effect. (1) Drug 1: C1=NC2=C(N1)C(=S)N=C(N2)N. Drug 2: CN1C(=O)N2C=NC(=C2N=N1)C(=O)N. Cell line: SF-268. Synergy scores: CSS=25.0, Synergy_ZIP=-2.08, Synergy_Bliss=5.12, Synergy_Loewe=-6.70, Synergy_HSA=3.22. (2) Drug 1: CN(CCCl)CCCl.Cl. Drug 2: C1C(C(OC1N2C=NC(=NC2=O)N)CO)O. Cell line: SNB-75. Synergy scores: CSS=3.64, Synergy_ZIP=-2.77, Synergy_Bliss=-2.66, Synergy_Loewe=-3.38, Synergy_HSA=-2.69. (3) Drug 1: C1CN1C2=NC(=NC(=N2)N3CC3)N4CC4. Drug 2: CC1C(C(CC(O1)OC2CC(OC(C2O)C)OC3=CC4=CC5=C(C(=O)C(C(C5)C(C(=O)C(C(C)O)O)OC)OC6CC(C(C(O6)C)O)OC7CC(C(C(O7)C)O)OC8CC(C(C(O8)C)O)(C)O)C(=C4C(=C3C)O)O)O)O. Cell line: SR. Synergy scores: CSS=69.0, Synergy_ZIP=-0.348, Synergy_Bliss=-0.0351, Synergy_Loewe=-4.02, Synergy_HSA=1.74. (4) Drug 1: CS(=O)(=O)C1=CC(=C(C=C1)C(=O)NC2=CC(=C(C=C2)Cl)C3=CC=CC=N3)Cl. Drug 2: C1=CC(=CC=C1CCC2=CNC3=C2C(=O)NC(=N3)N)C(=O)NC(CCC(=O)O)C(=O)O. Cell line: SK-MEL-5. Synergy scores: CSS=2.18, Synergy_ZIP=-1.94, Synergy_Bliss=3.52, Synergy_Loewe=-7.15, Synergy_HSA=0.345.